From a dataset of Catalyst prediction with 721,799 reactions and 888 catalyst types from USPTO. Predict which catalyst facilitates the given reaction. (1) Reactant: C([BH-](CC)CC)C.[Li+].[C:9]([O:11][C:12]1[CH:17]=[CH:16][C:15]([C:18]2[CH:23]=[CH:22][CH:21]=[CH:20][CH:19]=2)=[CH:14][CH:13]=1)#[CH:10].[I:24]I. Product: [I:24]/[CH:10]=[CH:9]/[O:11][C:12]1[CH:17]=[CH:16][C:15]([C:18]2[CH:23]=[CH:22][CH:21]=[CH:20][CH:19]=2)=[CH:14][CH:13]=1. The catalyst class is: 1. (2) Reactant: Br.[NH2:2][C@H:3]1[CH2:8][CH2:7][CH2:6][CH2:5][C@H:4]1[C:9]([O:11]CC)=O.Cl[C:15]([O:17][CH2:18][C:19]1[CH:24]=[CH:23][CH:22]=[CH:21][CH:20]=1)=[O:16].[C:25](=O)([O-])[O-].[Na+].[Na+]. Product: [CH2:18]([O:17][C:15](=[O:16])[NH:2][CH:3]1[CH2:8][CH2:7][CH2:6][CH2:5][CH:4]1[C:9](=[O:11])[CH3:25])[C:19]1[CH:24]=[CH:23][CH:22]=[CH:21][CH:20]=1. The catalyst class is: 2. (3) Reactant: [NH2:1][C@H:2]1[CH2:7][CH2:6][C@H:5]([NH:8][C:9]2[CH:10]=[C:11]([N:28]([CH:38]3[CH2:40][CH2:39]3)CC3C=CC(OC)=CC=3)[C:12]3[N:13]([C:15]([C:18]([NH:20][C:21]4[CH:26]=[CH:25][N:24]=[CH:23][C:22]=4[F:27])=[O:19])=[CH:16][N:17]=3)[N:14]=2)[CH2:4][CH2:3]1.CCN(C(C)C)C(C)C.[CH3:50][N:51]([CH3:56])[S:52](Cl)(=[O:54])=[O:53].C(O)(C(F)(F)F)=O. Product: [CH:38]1([NH:28][C:11]2[C:12]3[N:13]([C:15]([C:18]([NH:20][C:21]4[CH:26]=[CH:25][N:24]=[CH:23][C:22]=4[F:27])=[O:19])=[CH:16][N:17]=3)[N:14]=[C:9]([NH:8][C@H:5]3[CH2:6][CH2:7][C@H:2]([NH:1][S:52](=[O:54])(=[O:53])[N:51]([CH3:56])[CH3:50])[CH2:3][CH2:4]3)[CH:10]=2)[CH2:40][CH2:39]1. The catalyst class is: 2. (4) Reactant: [CH3:1][O:2][C:3]1[CH:4]=[C:5]2[C:10](=[C:11]([NH:13][S:14]([C:17]3[CH:22]=[CH:21][CH:20]=[CH:19][C:18]=3[N+:23]([O-])=O)(=[O:16])=[O:15])[CH:12]=1)[N:9]=[CH:8][CH:7]=[CH:6]2.[Sn](Cl)Cl. Product: [NH2:23][C:18]1[CH:19]=[CH:20][CH:21]=[CH:22][C:17]=1[S:14]([NH:13][C:11]1[CH:12]=[C:3]([O:2][CH3:1])[CH:4]=[C:5]2[C:10]=1[N:9]=[CH:8][CH:7]=[CH:6]2)(=[O:15])=[O:16]. The catalyst class is: 33. (5) Reactant: [Br:1][C:2]1[CH:7]=[CH:6][C:5]([C:8]2[C:12]3[CH2:13][N:14]([C:17](=[O:19])[CH3:18])[CH2:15][CH2:16][C:11]=3[N:10]([CH2:20][C@H:21]3[CH2:23][O:22]3)[N:9]=2)=[CH:4][CH:3]=1.[CH3:24][C:25]1[CH:30]=[CH:29][C:28]([Cl:31])=[CH:27][C:26]=1[N:32]1[CH2:37][CH2:36][NH:35][CH2:34][CH2:33]1. Product: [Br:1][C:2]1[CH:3]=[CH:4][C:5]([C:8]2[C:12]3[CH2:13][N:14]([C:17](=[O:19])[CH3:18])[CH2:15][CH2:16][C:11]=3[N:10]([CH2:20][C@H:21]([OH:22])[CH2:23][N:35]3[CH2:34][CH2:33][N:32]([C:26]4[CH:27]=[C:28]([Cl:31])[CH:29]=[CH:30][C:25]=4[CH3:24])[CH2:37][CH2:36]3)[N:9]=2)=[CH:6][CH:7]=1. The catalyst class is: 271. (6) Reactant: C([O:8][C:9]1[CH:14]=[CH:13][C:12]2[C:15]3([CH2:38][O:39][C:11]=2[CH:10]=1)[C:23]1[C:18](=[CH:19][CH:20]=[CH:21][CH:22]=1)[N:17](C(C1C=CC=CC=1)C1C=CC=CC=1)[C:16]3=[O:37])C1C=CC=CC=1.[H][H]. Product: [OH:8][C:9]1[CH:14]=[CH:13][C:12]2[C:15]3([CH2:38][O:39][C:11]=2[CH:10]=1)[C:23]1[C:18](=[CH:19][CH:20]=[CH:21][CH:22]=1)[NH:17][C:16]3=[O:37]. The catalyst class is: 105. (7) Reactant: [C:1]([C:4]1[C:9]([C:10]2[CH:15]=[CH:14][CH:13]=[CH:12][CH:11]=2)=[N:8][N:7]([CH2:16][CH3:17])[C:6](=[O:18])[C:5]=1[N+:19]([O-])=O)(=[O:3])[CH3:2].[CH:22]1[C:31]2[CH:30]=[CH:29][CH:28]=[C:27](N)[C:26]=2[CH:25]=[CH:24][N:23]=1. Product: [C:1]([C:4]1[C:9]([C:10]2[CH:15]=[CH:14][CH:13]=[CH:12][CH:11]=2)=[N:8][N:7]([CH2:16][CH3:17])[C:6](=[O:18])[C:5]=1[NH:19][C:27]1[CH:28]=[CH:29][CH:30]=[C:31]2[C:26]=1[CH:25]=[CH:24][N:23]=[CH:22]2)(=[O:3])[CH3:2]. The catalyst class is: 8. (8) Reactant: [Br:1][C:2]1[CH:7]=[CH:6][CH:5]=[C:4]([Br:8])[C:3]=1[OH:9].[Br:10][CH2:11][CH2:12]Br.[OH-].[Na+]. Product: [Br:1][C:2]1[CH:7]=[CH:6][CH:5]=[C:4]([Br:8])[C:3]=1[O:9][CH2:12][CH2:11][Br:10]. The catalyst class is: 6. (9) Reactant: [H-].[Na+].[OH:3][C@H:4]1[CH2:23][N:7]2[C:8](=[O:22])[N:9]([C:11]3[CH:16]=[CH:15][C:14]([O:17][C:18]([F:21])([F:20])[F:19])=[CH:13][CH:12]=3)[CH2:10][C@@H:6]2[CH2:5]1.Br[CH:25]([C:27]1[CH:32]=[CH:31][CH:30]=[CH:29][CH:28]=1)[CH3:26].O. Product: [C:27]1([CH:25]([O:3][C@H:4]2[CH2:23][N:7]3[C:8](=[O:22])[N:9]([C:11]4[CH:16]=[CH:15][C:14]([O:17][C:18]([F:21])([F:19])[F:20])=[CH:13][CH:12]=4)[CH2:10][C@@H:6]3[CH2:5]2)[CH3:26])[CH:32]=[CH:31][CH:30]=[CH:29][CH:28]=1. The catalyst class is: 1.